Dataset: Forward reaction prediction with 1.9M reactions from USPTO patents (1976-2016). Task: Predict the product of the given reaction. (1) Given the reactants Cl[C:2]1[C:11]2[C:6](=[CH:7][C:8]([F:15])=[C:9]([N+:12]([O-:14])=[O:13])[CH:10]=2)[N:5]=[CH:4][N:3]=1.[Cl:16][C:17]1[CH:18]=[C:19]([CH:32]=[CH:33][C:34]=1[F:35])[NH:20][CH2:21][C:22]1[CH:27]=[CH:26][C:25]([O:28][CH3:29])=[C:24]([O:30][CH3:31])[CH:23]=1.C(=O)([O-])[O-].[Na+].[Na+], predict the reaction product. The product is: [Cl:16][C:17]1[CH:18]=[C:19]([N:20]([CH2:21][C:22]2[CH:27]=[CH:26][C:25]([O:28][CH3:29])=[C:24]([O:30][CH3:31])[CH:23]=2)[C:2]2[C:11]3[C:6](=[CH:7][C:8]([F:15])=[C:9]([N+:12]([O-:14])=[O:13])[CH:10]=3)[N:5]=[CH:4][N:3]=2)[CH:32]=[CH:33][C:34]=1[F:35]. (2) Given the reactants [CH2:1]([NH:8][CH2:9][C@@H:10]([C:19]1[CH:28]=[CH:27][C:26]([O:29][CH2:30][C:31]2[CH:36]=[CH:35][CH:34]=[CH:33][CH:32]=2)=[C:25]2[C:20]=1[CH:21]=[CH:22][C:23](=[O:37])[NH:24]2)[O:11][Si:12]([C:15]([CH3:18])([CH3:17])[CH3:16])([CH3:14])[CH3:13])[C:2]1[CH:7]=[CH:6][CH:5]=[CH:4][CH:3]=1.C(O)(=O)C.O=[CH:43][CH2:44][CH2:45][CH2:46][CH2:47][CH2:48][CH2:49][CH2:50][CH2:51][N:52]1[CH2:57][CH2:56][CH:55]([O:58][C:59](=[O:73])[NH:60][C:61]2[CH:66]=[CH:65][CH:64]=[CH:63][C:62]=2[C:67]2[CH:72]=[CH:71][CH:70]=[CH:69][CH:68]=2)[CH2:54][CH2:53]1.C(O[BH-](OC(=O)C)OC(=O)C)(=O)C.[Na+].C(=O)(O)[O-].[Na+], predict the reaction product. The product is: [CH2:1]([N:8]([CH2:9][C@@H:10]([C:19]1[CH:28]=[CH:27][C:26]([O:29][CH2:30][C:31]2[CH:32]=[CH:33][CH:34]=[CH:35][CH:36]=2)=[C:25]2[C:20]=1[CH:21]=[CH:22][C:23](=[O:37])[NH:24]2)[O:11][Si:12]([C:15]([CH3:18])([CH3:17])[CH3:16])([CH3:14])[CH3:13])[CH2:43][CH2:44][CH2:45][CH2:46][CH2:47][CH2:48][CH2:49][CH2:50][CH2:51][N:52]1[CH2:53][CH2:54][CH:55]([O:58][C:59](=[O:73])[NH:60][C:61]2[CH:66]=[CH:65][CH:64]=[CH:63][C:62]=2[C:67]2[CH:68]=[CH:69][CH:70]=[CH:71][CH:72]=2)[CH2:56][CH2:57]1)[C:2]1[CH:7]=[CH:6][CH:5]=[CH:4][CH:3]=1. (3) The product is: [Cl:19][C:20]1[CH:27]=[C:26]([O:8][CH2:7][C:6]2[S:5][C:4]([C:9]3[CH:10]=[N:11][C:12]([C:15]([F:18])([F:16])[F:17])=[CH:13][CH:14]=3)=[N:3][C:2]=2[CH3:1])[CH:25]=[CH:24][C:21]=1[C:22]#[N:23]. Given the reactants [CH3:1][C:2]1[N:3]=[C:4]([C:9]2[CH:10]=[N:11][C:12]([C:15]([F:18])([F:17])[F:16])=[CH:13][CH:14]=2)[S:5][C:6]=1[CH2:7][OH:8].[Cl:19][C:20]1[CH:27]=[C:26](O)[CH:25]=[CH:24][C:21]=1[C:22]#[N:23].C1(P(C2C=CC=CC=2)C2C=CC=CC=2)C=CC=CC=1.CCOC(/N=N/C(OCC)=O)=O.OO, predict the reaction product. (4) Given the reactants [F:1][C:2]1[CH:10]=[CH:9][C:5]([C:6]([OH:8])=[O:7])=[CH:4][C:3]=1[N+:11]([O-:13])=[O:12].[C:14](Cl)(=O)C(Cl)=O.C(N(CC)CC)C.CO.C(=O)(O)[O-].[Na+], predict the reaction product. The product is: [CH3:14][O:7][C:6](=[O:8])[C:5]1[CH:9]=[CH:10][C:2]([F:1])=[C:3]([N+:11]([O-:13])=[O:12])[CH:4]=1. (5) Given the reactants C([O:3][C:4]([C:6]1[N:7]([C:34]2[CH:39]=[CH:38][C:37]([O:40][CH:41]([CH3:43])[CH3:42])=[CH:36][CH:35]=2)[C:8]2[C:13]([C:14]=1[CH2:15][N:16]([CH2:18][C:19]([O:21][CH2:22][CH3:23])=[O:20])[CH3:17])=[CH:12][C:11]([C:24]1[CH:29]=[CH:28][C:27]([C:30]([CH3:33])([CH3:32])[CH3:31])=[CH:26][CH:25]=1)=[CH:10][CH:9]=2)=[O:5])C.[OH-].[Na+].Cl, predict the reaction product. The product is: [C:30]([C:27]1[CH:26]=[CH:25][C:24]([C:11]2[CH:12]=[C:13]3[C:8](=[CH:9][CH:10]=2)[N:7]([C:34]2[CH:39]=[CH:38][C:37]([O:40][CH:41]([CH3:43])[CH3:42])=[CH:36][CH:35]=2)[C:6]([C:4]([OH:5])=[O:3])=[C:14]3[CH2:15][N:16]([CH2:18][C:19]([O:21][CH2:22][CH3:23])=[O:20])[CH3:17])=[CH:29][CH:28]=1)([CH3:32])([CH3:33])[CH3:31]. (6) Given the reactants [NH2:1][C:2]1[C:3]([C:8]([O:10]C)=O)=[N:4][CH:5]=[CH:6][N:7]=1.[NH3:12], predict the reaction product. The product is: [NH2:1][C:2]1[C:3]([C:8]([NH2:12])=[O:10])=[N:4][CH:5]=[CH:6][N:7]=1. (7) Given the reactants FC(F)(F)[C:3](O)=[O:4].[OH:8][C@H:9]1[CH2:14][NH:13][C@@H:12]([C:15]([O:17][CH2:18][C:19]2[CH:24]=[CH:23][C:22]([N+:25]([O-:27])=[O:26])=[CH:21][CH:20]=2)=[O:16])[CH2:11][CH2:10]1.C(C(O)=O)(F)(F)F.O=C(Cl)OC(Cl)(Cl)Cl, predict the reaction product. The product is: [O:4]=[C:3]1[N:13]2[CH2:14][C@H:9]([CH2:10][CH2:11][C@@H:12]2[C:15]([O:17][CH2:18][C:19]2[CH:24]=[CH:23][C:22]([N+:25]([O-:27])=[O:26])=[CH:21][CH:20]=2)=[O:16])[O:8]1.